Dataset: Forward reaction prediction with 1.9M reactions from USPTO patents (1976-2016). Task: Predict the product of the given reaction. (1) Given the reactants Cl.[NH:2]1[CH2:5][CH:4]([NH:6][C:7](=[O:13])[O:8][C:9]([CH3:12])([CH3:11])[CH3:10])[CH2:3]1.CCN(C(C)C)C(C)C.[Cl:23][C:24]1[CH:29]=[N:28][CH:27]=[C:26](Cl)[N:25]=1, predict the reaction product. The product is: [C:9]([O:8][C:7](=[O:13])[NH:6][CH:4]1[CH2:5][N:2]([C:26]2[CH:27]=[N:28][CH:29]=[C:24]([Cl:23])[N:25]=2)[CH2:3]1)([CH3:10])([CH3:12])[CH3:11]. (2) Given the reactants [OH:1][CH2:2][C:3]1[CH:4]=[C:5]([CH2:11][CH2:12][CH2:13][C:14]2[CH:26]=[CH:25][C:17]([O:18][CH2:19][C:20](OCC)=[O:21])=[C:16]([CH2:27][CH3:28])[CH:15]=2)[CH:6]=[CH:7][C:8]=1[CH2:9][OH:10].[CH2:29]([Mg]Br)[CH3:30].[Cl-].[NH4+].[CH2:35]1COC[CH2:36]1, predict the reaction product. The product is: [CH2:27]([C:16]1[CH:15]=[C:14]([CH2:13][CH2:12][CH2:11][C:5]2[CH:6]=[CH:7][C:8]([CH2:9][OH:10])=[C:3]([CH2:2][OH:1])[CH:4]=2)[CH:26]=[CH:25][C:17]=1[O:18][CH2:19][C:20]([CH2:29][CH3:30])([OH:21])[CH2:35][CH3:36])[CH3:28]. (3) Given the reactants [N:1]([CH2:4][CH2:5][O:6][CH2:7][CH2:8][O:9][CH2:10][CH2:11][O:12][CH2:13][CH2:14][NH:15][S:16]([C:19]1[CH:42]=[CH:41][C:22]([O:23][C:24]2[C:29]([F:30])=[CH:28][C:27](/[CH:31]=[C:32](\[CH3:39])/[C:33]([N:35]=[C:36]([NH2:38])[NH2:37])=[O:34])=[CH:26][C:25]=2[F:40])=[CH:21][CH:20]=1)(=[O:18])=[O:17])=[N+:2]=[N-:3].[CH2:43]([OH:46])[C:44]#[CH:45].O=C1O[C@H]([C@H](CO)O)C([O-])=C1O.[Na+], predict the reaction product. The product is: [NH2:37][C:36]([NH2:38])=[N:35][C:33](=[O:34])/[C:32](/[CH3:39])=[CH:31]/[C:27]1[CH:28]=[C:29]([F:30])[C:24]([O:23][C:22]2[CH:41]=[CH:42][C:19]([S:16](=[O:18])(=[O:17])[NH:15][CH2:14][CH2:13][O:12][CH2:11][CH2:10][O:9][CH2:8][CH2:7][O:6][CH2:5][CH2:4][N:1]3[CH:45]=[C:44]([CH2:43][OH:46])[N:3]=[N:2]3)=[CH:20][CH:21]=2)=[C:25]([F:40])[CH:26]=1. (4) Given the reactants C([O:3][C:4]([C@H:6]1[CH2:11][CH2:10][C@H:9]([C:12]2[S:13][C:14]([CH3:18])=[C:15]([CH3:17])[N:16]=2)[CH2:8][CH2:7]1)=[O:5])C.[OH-].[Na+], predict the reaction product. The product is: [CH3:17][C:15]1[N:16]=[C:12]([C@H:9]2[CH2:10][CH2:11][C@H:6]([C:4]([OH:5])=[O:3])[CH2:7][CH2:8]2)[S:13][C:14]=1[CH3:18]. (5) Given the reactants Cl[C:2]1[N:3]=[C:4]([N:15]2[CH2:20][CH2:19][O:18][CH2:17][C@@H:16]2[CH3:21])[C:5]2[CH2:10][N:9]([CH2:11][CH:12]3[CH2:14][CH2:13]3)[CH2:8][C:6]=2[N:7]=1.CC1(C)C(C)(C)OB([C:30]2[CH:35]=[CH:34][C:33]([NH:36][C:37]([NH2:39])=[O:38])=[CH:32][CH:31]=2)O1, predict the reaction product. The product is: [CH:12]1([CH2:11][N:9]2[CH2:10][C:5]3[C:4]([N:15]4[CH2:20][CH2:19][O:18][CH2:17][C@@H:16]4[CH3:21])=[N:3][C:2]([C:30]4[CH:35]=[CH:34][C:33]([NH:36][C:37]([NH2:39])=[O:38])=[CH:32][CH:31]=4)=[N:7][C:6]=3[CH2:8]2)[CH2:14][CH2:13]1. (6) Given the reactants Br[C:2]1[CH:7]=[CH:6][C:5]([CH:8]([NH:15][C:16]2[CH:32]=[CH:31][C:19]([C:20]([N:22]3[CH2:27][CH2:26][CH2:25][C@@H:24]([C:28]([OH:30])=[O:29])[CH2:23]3)=[O:21])=[CH:18][CH:17]=2)[CH2:9][CH2:10][C:11]([F:14])([F:13])[F:12])=[C:4]([CH3:33])[CH:3]=1.[C:34]([C:36]1[CH:41]=[CH:40][C:39](B(O)O)=[CH:38][CH:37]=1)#[N:35].C(=O)([O-])[O-].[K+].[K+], predict the reaction product. The product is: [C:34]([C:36]1[CH:41]=[CH:40][C:39]([C:2]2[CH:7]=[CH:6][C:5]([CH:8]([NH:15][C:16]3[CH:17]=[CH:18][C:19]([C:20]([N:22]4[CH2:27][CH2:26][CH2:25][C@@H:24]([C:28]([OH:30])=[O:29])[CH2:23]4)=[O:21])=[CH:31][CH:32]=3)[CH2:9][CH2:10][C:11]([F:14])([F:13])[F:12])=[C:4]([CH3:33])[CH:3]=2)=[CH:38][CH:37]=1)#[N:35].